From a dataset of Reaction yield outcomes from USPTO patents with 853,638 reactions. Predict the reaction yield, written as a fraction of the theoretical maximum amount of product (1.0 means a 100% yield; for example, 0.34 means a 34% yield). (1) The reactants are [C:1]1(=[O:8])[CH2:6][CH2:5][CH2:4][C:3](=O)[CH2:2]1.Cl[CH2:10][C:11](=O)[CH3:12].C([O-])(=O)C.[NH4+:18].[OH-].[Na+]. The catalyst is [OH-].[K+].CO. The product is [O:8]=[C:1]1[CH2:6][CH2:5][CH2:4][C:3]2[NH:18][C:11]([CH3:12])=[CH:10][C:2]1=2. The yield is 0.723. (2) The catalyst is C(Cl)Cl. The reactants are [Br:1][C:2]1[CH:11]=[CH:10][C:9]2[CH2:8][CH2:7][CH2:6][CH:5]([OH:12])[C:4]=2[N:3]=1.C(N(CC)CC)C.[CH3:20][S:21](Cl)(=[O:23])=[O:22].C([O-])(O)=O.[Na+]. The product is [CH3:20][S:21]([O:12][CH:5]1[C:4]2[N:3]=[C:2]([Br:1])[CH:11]=[CH:10][C:9]=2[CH2:8][CH2:7][CH2:6]1)(=[O:23])=[O:22]. The yield is 0.880. (3) The reactants are FC(F)(F)C1C=CC(CBr)=CC=1.Br[CH2:14][C:15]1[C:24]2[C:19](=[CH:20][CH:21]=[CH:22][CH:23]=2)[CH:18]=[CH:17][N:16]=1.[CH3:25][C:26]1[N:27]=[C:28]([N:36]2[CH2:40][CH2:39][NH:38][C:37]2=[O:41])[S:29][C:30]=1[C:31]([O:33][CH2:34][CH3:35])=[O:32]. No catalyst specified. The product is [C:15]1([CH2:14][N:38]2[CH2:39][CH2:40][N:36]([C:28]3[S:29][C:30]([C:31]([O:33][CH2:34][CH3:35])=[O:32])=[C:26]([CH3:25])[N:27]=3)[C:37]2=[O:41])[C:24]2[C:19](=[CH:20][CH:21]=[CH:22][CH:23]=2)[CH:18]=[CH:17][N:16]=1. The yield is 0.850. (4) The reactants are [CH3:1][S:2][C:3]1[CH:10]=[CH:9][CH:8]=[C:7]([N+:11]([O-])=O)[C:4]=1[C:5]#[N:6].C1COCC1.CCOC(C)=O. The catalyst is CCO.[Pd]. The product is [NH2:11][C:7]1[CH:8]=[CH:9][CH:10]=[C:3]([S:2][CH3:1])[C:4]=1[C:5]#[N:6]. The yield is 0.790. (5) The reactants are FC1C=C(F)C=CC=1CN1C(=O)C=CC(CC2C3C(=CC=CC=3)N(CC(OC)=O)C=2C)=C1.[O:33]=[C:34]1[NH:39][N:38]=[C:37]([C:40]([O:42][CH3:43])=[O:41])[CH2:36][CH2:35]1.C(=O)([O-])[O-].[K+].[K+].Br[CH2:51][CH2:52][CH2:53][C:54]([F:57])([F:56])[F:55]. The catalyst is CN(C=O)C. The product is [O:33]=[C:34]1[N:39]([CH2:51][CH2:52][CH2:53][C:54]([F:57])([F:56])[F:55])[N:38]=[C:37]([C:40]([O:42][CH3:43])=[O:41])[CH2:36][CH2:35]1. The yield is 0.700. (6) The reactants are CC1CCCO1.[F:7][C:8]1[CH:16]=[C:15]2[C:11]([CH2:12][O:13][C:14]2=[O:17])=[C:10]([N+:18]([O-:20])=[O:19])[CH:9]=1.[CH3:21][N:22]1[C:26]([CH:27]=O)=[N:25][CH:24]=[N:23]1.C(N(CC)CC)C.C(OC(=O)C)(=O)C. No catalyst specified. The product is [F:7][C:8]1[CH:16]=[C:15]2[C:11](/[C:12](=[CH:27]/[C:26]3[N:22]([CH3:21])[N:23]=[CH:24][N:25]=3)/[O:13][C:14]2=[O:17])=[C:10]([N+:18]([O-:20])=[O:19])[CH:9]=1. The yield is 0.753. (7) The reactants are Br[C:2]1[CH:3]=[C:4]([C:11]([CH3:25])([CH3:24])[CH2:12][C:13]2([C:20]([F:23])([F:22])[F:21])[CH2:17][O:16][C:15]([CH3:19])([CH3:18])[O:14]2)[C:5]2[O:9][CH2:8][CH2:7][C:6]=2[CH:10]=1.[Li]CCCC.Cl[N:32]1[C:36](=O)CC[C:33]1=O.[S:39](Cl)(Cl)(=[O:41])=[O:40].CNC. The catalyst is C1COCC1.[Cl-].[NH4+]. The product is [CH3:33][N:32]([CH3:36])[S:39]([C:2]1[CH:3]=[C:4]([C:11]([CH3:25])([CH3:24])[CH2:12][C:13]2([C:20]([F:23])([F:22])[F:21])[CH2:17][O:16][C:15]([CH3:19])([CH3:18])[O:14]2)[C:5]2[O:9][CH2:8][CH2:7][C:6]=2[CH:10]=1)(=[O:41])=[O:40]. The yield is 0.830. (8) The reactants are [CH:1](=[O:9])[C:2]1[C:3](=[CH:5][CH:6]=[CH:7][CH:8]=1)[OH:4].CN(C=O)C.Br[CH2:16][CH2:17][CH3:18]. No catalyst specified. The product is [CH2:16]([O:4][C:3]1[CH:5]=[CH:6][CH:7]=[CH:8][C:2]=1[CH:1]=[O:9])[CH2:17][CH3:18]. The yield is 0.660. (9) The reactants are [C:1]([C:3]1[C:8](=[O:9])[CH:7]=[CH:6][N:5]([C:10]2[CH:15]=[CH:14][CH:13]=[C:12]([C:16]([F:19])([F:18])[F:17])[CH:11]=2)[N:4]=1)#[CH:2].[OH:20][N:21]=[C:22](Cl)[C:23]1[CH:28]=[CH:27][CH:26]=[CH:25][CH:24]=1.CCN(CC)CC. The catalyst is C1COCC1. The product is [C:23]1([C:22]2[C:1]([C:3]3[C:8](=[O:9])[CH:7]=[CH:6][N:5]([C:10]4[CH:15]=[CH:14][CH:13]=[C:12]([C:16]([F:19])([F:18])[F:17])[CH:11]=4)[N:4]=3)=[CH:2][O:20][N:21]=2)[CH:28]=[CH:27][CH:26]=[CH:25][CH:24]=1. The yield is 0.550.